The task is: Predict the reactants needed to synthesize the given product.. This data is from Full USPTO retrosynthesis dataset with 1.9M reactions from patents (1976-2016). (1) Given the product [C:16]([N:11]1[CH2:12][C:13]23[CH:6]([CH2:7][CH2:8][CH:9]2[CH2:10]1)[C:5]1[CH:19]=[CH:20][C:2]([O:1][C:28](=[O:35])[C:29]2[CH:34]=[CH:33][CH:32]=[CH:31][CH:30]=2)=[CH:3][C:4]=1[CH2:15][CH2:14]3)(=[O:18])[CH3:17], predict the reactants needed to synthesize it. The reactants are: [OH:1][C:2]1[CH:20]=[CH:19][C:5]2[CH:6]3[C:13]4([CH2:14][CH2:15][C:4]=2[CH:3]=1)[CH:9]([CH2:10][N:11]([C:16](=[O:18])[CH3:17])[CH2:12]4)[CH2:8][CH2:7]3.C(N(CC)CC)C.[C:28](Cl)(=[O:35])[C:29]1[CH:34]=[CH:33][CH:32]=[CH:31][CH:30]=1. (2) Given the product [C:53]([OH:52])(=[O:54])/[CH:55]=[CH:19]/[C:18]([OH:21])=[O:24].[O:24]1[C:33]2[CH:32]=[C:31]([CH2:34][NH:1][CH2:2][C@@H:3]3[C@H:7]([OH:8])[CH2:6][N:5]([CH2:9][CH2:10][N:11]4[C:20]5[C:15](=[N:16][CH:17]=[C:18]([O:21][CH3:22])[CH:19]=5)[CH:14]=[CH:13][C:12]4=[O:23])[CH2:4]3)[N:30]=[CH:29][C:28]=2[O:27][CH2:26][CH2:25]1, predict the reactants needed to synthesize it. The reactants are: [NH2:1][CH2:2][C@@H:3]1[C@H:7]([OH:8])[CH2:6][N:5]([CH2:9][CH2:10][N:11]2[C:20]3[C:15](=[N:16][CH:17]=[C:18]([O:21][CH3:22])[CH:19]=3)[CH:14]=[CH:13][C:12]2=[O:23])[CH2:4]1.[O:24]1[C:33]2[CH:32]=[C:31]([CH:34]=O)[N:30]=[CH:29][C:28]=2[O:27][CH2:26][CH2:25]1.S([O-])([O-])(=O)=O.[Na+].[Na+].[BH-]([O:52][C:53]([CH3:55])=[O:54])([O:52][C:53]([CH3:55])=[O:54])[O:52][C:53]([CH3:55])=[O:54].[Na+]. (3) The reactants are: [CH3:1][NH:2][CH3:3].C([O-])(O)=O.[Na+].Br[CH2:10][C:11]([NH:13][C:14]1[CH:39]=[CH:38][C:17]([C:18]([NH:20][C:21]2[S:25][C:24]([NH:26][C:27]3[CH:32]=[CH:31][C:30]([O:33][CH3:34])=[CH:29][CH:28]=3)=[N:23][C:22]=2[C:35]([NH2:37])=[O:36])=[O:19])=[CH:16][CH:15]=1)=[O:12]. Given the product [CH3:1][N:2]([CH3:3])[CH2:10][C:11]([NH:13][C:14]1[CH:39]=[CH:38][C:17]([C:18]([NH:20][C:21]2[S:25][C:24]([NH:26][C:27]3[CH:32]=[CH:31][C:30]([O:33][CH3:34])=[CH:29][CH:28]=3)=[N:23][C:22]=2[C:35]([NH2:37])=[O:36])=[O:19])=[CH:16][CH:15]=1)=[O:12], predict the reactants needed to synthesize it.